This data is from Full USPTO retrosynthesis dataset with 1.9M reactions from patents (1976-2016). The task is: Predict the reactants needed to synthesize the given product. (1) Given the product [Cl:1][C:2]1[CH:3]=[CH:4][C:5]([CH2:8][O:9][C:10]2[CH:15]=[CH:14][N:13]([C:16]3[CH:17]=[N:18][C:19]([N:22]4[CH2:26][CH:25]([CH3:27])[CH:24]([NH:28][CH3:29])[CH2:23]4)=[CH:20][CH:21]=3)[C:12](=[O:37])[CH:11]=2)=[N:6][CH:7]=1, predict the reactants needed to synthesize it. The reactants are: [Cl:1][C:2]1[CH:3]=[CH:4][C:5]([CH2:8][O:9][C:10]2[CH:15]=[CH:14][N:13]([C:16]3[CH:17]=[N:18][C:19]([N:22]4[CH2:26][CH:25]([CH3:27])[CH:24]([N:28](C(OC(C)(C)C)=O)[CH3:29])[CH2:23]4)=[CH:20][CH:21]=3)[C:12](=[O:37])[CH:11]=2)=[N:6][CH:7]=1. (2) Given the product [CH2:37]([O:55][C:56]1[CH:57]=[C:58]([CH:100]([CH2:101][OH:102])[CH2:105][OH:106])[CH:59]=[C:60]([O:81][CH2:82][CH2:83][CH2:84][CH2:85][CH2:86][CH2:87][CH2:88][CH2:89][CH2:90][CH2:91][CH2:92][CH2:93][CH2:94][CH2:95][CH2:96][CH2:97][CH2:98][CH3:99])[C:61]=1[O:62][CH2:63][CH2:64][CH2:65][CH2:66][CH2:67][CH2:68][CH2:69][CH2:70][CH2:71][CH2:72][CH2:73][CH2:74][CH2:75][CH2:76][CH2:77][CH2:78][CH2:79][CH3:80])[CH2:38][CH2:39][CH2:40][CH2:41][CH2:42][CH2:43][CH2:44][CH2:45][CH2:46][CH2:47][CH2:48][CH2:49][CH2:50][CH2:51][CH2:52][CH2:53][CH3:54], predict the reactants needed to synthesize it. The reactants are: C(OC1C=CC(C(CO)CO)=CC=1)CCCCCCCCCCCCCCCCC.[H-].[H-].[H-].[H-].[Li+].[Al+3].[CH2:37]([O:55][C:56]1[CH:57]=[C:58]([CH:100]([C:105](OC)=[O:106])[C:101](OC)=[O:102])[CH:59]=[C:60]([O:81][CH2:82][CH2:83][CH2:84][CH2:85][CH2:86][CH2:87][CH2:88][CH2:89][CH2:90][CH2:91][CH2:92][CH2:93][CH2:94][CH2:95][CH2:96][CH2:97][CH2:98][CH3:99])[C:61]=1[O:62][CH2:63][CH2:64][CH2:65][CH2:66][CH2:67][CH2:68][CH2:69][CH2:70][CH2:71][CH2:72][CH2:73][CH2:74][CH2:75][CH2:76][CH2:77][CH2:78][CH2:79][CH3:80])[CH2:38][CH2:39][CH2:40][CH2:41][CH2:42][CH2:43][CH2:44][CH2:45][CH2:46][CH2:47][CH2:48][CH2:49][CH2:50][CH2:51][CH2:52][CH2:53][CH3:54]. (3) Given the product [Br:1][C:2]1[CH:3]=[C:4]2[C:9]([O:8][CH:7]3[C:6]([CH:12]=[O:13])([C:5]2=[O:14])[CH2:18][CH2:17][C:16](=[O:19])[CH2:15]3)=[CH:10][CH:11]=1, predict the reactants needed to synthesize it. The reactants are: [Br:1][C:2]1[CH:3]=[C:4]2[C:9](=[CH:10][CH:11]=1)[O:8][CH:7]=[C:6]([CH:12]=[O:13])[C:5]2=[O:14].[CH2:15]=[C:16]([O:19][Si](C)(C)C)[CH:17]=[CH2:18]. (4) Given the product [NH:9]1[CH2:10][CH:11]=[C:7]([O:6][S:3]([C:2]([F:1])([F:20])[F:21])(=[O:4])=[O:5])[CH2:8]1, predict the reactants needed to synthesize it. The reactants are: [F:1][C:2]([F:21])([F:20])[S:3]([O:6][C:7]1[CH2:8][N:9](NC(OC(C)(C)C)=O)[CH2:10][CH:11]=1)(=[O:5])=[O:4].FC(F)(F)S(NC1C=CC=CC=1)(=O)=O.Cl. (5) Given the product [O:1]1[C:5]2[CH:6]=[CH:7][C:8]([C:10]3([C:13]([NH:16][C:17]4[CH:22]=[CH:21][CH:20]=[C:19]([C:23]5[CH:28]=[CH:27][C:26]([S:29](=[O:31])(=[O:30])[NH:32][CH3:33])=[CH:25][CH:24]=5)[CH:18]=4)=[O:14])[CH2:12][CH2:11]3)=[CH:9][C:4]=2[O:3][CH2:2]1, predict the reactants needed to synthesize it. The reactants are: [O:1]1[C:5]2[CH:6]=[CH:7][C:8]([C:10]3([C:13](Cl)=[O:14])[CH2:12][CH2:11]3)=[CH:9][C:4]=2[O:3][CH2:2]1.[NH2:16][C:17]1[CH:18]=[C:19]([C:23]2[CH:28]=[CH:27][C:26]([S:29]([NH:32][CH3:33])(=[O:31])=[O:30])=[CH:25][CH:24]=2)[CH:20]=[CH:21][CH:22]=1.CCN(CC)CC.